From a dataset of Forward reaction prediction with 1.9M reactions from USPTO patents (1976-2016). Predict the product of the given reaction. (1) Given the reactants [CH2:1]([N:8]1[CH2:13][CH2:12][NH:11][C@@H:10]([CH2:14][CH2:15][OH:16])[CH2:9]1)[C:2]1[CH:7]=[CH:6][CH:5]=[CH:4][CH:3]=1.[Br:17][C:18]1[CH:23]=[CH:22][C:21]([O:24][CH3:25])=[CH:20][C:19]=1O.N(C(OC(C)(C)C)=O)=NC(OC(C)(C)C)=O.C1C=CC(P(C2C=CC=CC=2)C2C=CC=CC=2)=CC=1, predict the reaction product. The product is: [CH2:1]([N:8]1[CH2:13][CH2:12][NH:11][C@@H:10]([CH2:14][CH2:15][O:16][C:19]2[CH:20]=[C:21]([O:24][CH3:25])[CH:22]=[CH:23][C:18]=2[Br:17])[CH2:9]1)[C:2]1[CH:3]=[CH:4][CH:5]=[CH:6][CH:7]=1. (2) Given the reactants [I:1][C:2]1[CH:7]=[CH:6][C:5]([OH:8])=[CH:4][CH:3]=1.C([O-])([O-])=O.[K+].[K+].[C:15]([C:17]1[CH:24]=[CH:23][C:20]([CH2:21]Br)=[CH:19][CH:18]=1)#[N:16], predict the reaction product. The product is: [I:1][C:2]1[CH:7]=[CH:6][C:5]([O:8][CH2:21][C:20]2[CH:23]=[CH:24][C:17]([C:15]#[N:16])=[CH:18][CH:19]=2)=[CH:4][CH:3]=1. (3) Given the reactants [Br:1][C:2]1[C:3]([O:11][CH3:12])=[N:4][CH:5]=[C:6]([CH:10]=1)[C:7]([OH:9])=O.Cl.[CH3:14]NOC.C[Mg]Br, predict the reaction product. The product is: [Br:1][C:2]1[CH:10]=[C:6]([C:7](=[O:9])[CH3:14])[CH:5]=[N:4][C:3]=1[O:11][CH3:12]. (4) Given the reactants [NH2:1][C:2]1[S:6][C:5]([CH2:7][CH3:8])=[N:4][C:3]=1[C:9]([O:11]CC)=O.ClC(Cl)(O[C:18](=[O:24])OC(Cl)(Cl)Cl)Cl.C(N(CC)CC)C.[C:33]1([CH2:39][CH2:40][NH2:41])[CH:38]=[CH:37][CH:36]=[CH:35][CH:34]=1, predict the reaction product. The product is: [CH2:7]([C:5]1[S:6][C:2]2[NH:1][C:18](=[O:24])[N:41]([CH2:40][CH2:39][C:33]3[CH:38]=[CH:37][CH:36]=[CH:35][CH:34]=3)[C:9](=[O:11])[C:3]=2[N:4]=1)[CH3:8]. (5) Given the reactants NC1SC(C2C=CC(Cl)=CC=2)=C(C)C=1C(N)=O.[NH2:18][C:19]([NH:21][C:22]1[S:23][C:24]([C:31]2[CH:36]=[CH:35][C:34]([Cl:37])=[CH:33][CH:32]=2)=[C:25]([CH3:30])[C:26]=1[C:27]([NH2:29])=[O:28])=[O:20].ClC(Cl)(Cl)C(N=C=O)=O.N, predict the reaction product. The product is: [NH2:18][C:19]([NH:21][C:22]1[S:23][C:24]([C:31]2[CH:32]=[CH:33][C:34]([Cl:37])=[CH:35][CH:36]=2)=[C:25]([CH3:30])[C:26]=1[C:27]([NH2:29])=[O:28])=[O:20]. (6) Given the reactants [Si:1]([O:8][CH:9]([CH:13]1[CH2:22][CH2:21][C:20]2[C:15](=[CH:16][CH:17]=[C:18]([O:23][C:24]3[CH:29]=[CH:28][CH:27]=[CH:26][CH:25]=3)[CH:19]=2)[CH2:14]1)[C:10]([OH:12])=O)([C:4]([CH3:7])([CH3:6])[CH3:5])([CH3:3])[CH3:2].[N:30]1[CH:35]=[CH:34][CH:33]=[CH:32][C:31]=1[C:36]([NH:38][NH2:39])=[O:37].CCN=C=NCCCN(C)C.Cl, predict the reaction product. The product is: [Si:1]([O:8][CH:9]([CH:13]1[CH2:22][CH2:21][C:20]2[C:15](=[CH:16][CH:17]=[C:18]([O:23][C:24]3[CH:29]=[CH:28][CH:27]=[CH:26][CH:25]=3)[CH:19]=2)[CH2:14]1)[C:10]([NH:39][NH:38][C:36](=[O:37])[C:31]1[CH:32]=[CH:33][CH:34]=[CH:35][N:30]=1)=[O:12])([C:4]([CH3:5])([CH3:7])[CH3:6])([CH3:2])[CH3:3]. (7) Given the reactants C(OC([C:6]1[C:15](=[O:16])[N:14]2[CH:9]([CH:10]=[CH:11][CH:12]=[CH:13]2)[CH:8]([N:17]2[CH2:22][CH2:21][N:20](C(OC(C)(C)C)=O)[CH2:19][CH2:18]2)[CH:7]=1)=O)C, predict the reaction product. The product is: [N:17]1([CH:8]2[CH:9]3[N:14]([CH:13]=[CH:12][CH:11]=[CH:10]3)[C:15](=[O:16])[CH:6]=[CH:7]2)[CH2:22][CH2:21][NH:20][CH2:19][CH2:18]1. (8) Given the reactants [NH2:1][C:2]1[N:7]=[CH:6][C:5]([C:8]([F:13])([F:12])[C:9]([OH:11])=O)=[CH:4][N:3]=1.Cl.[NH2:15][CH2:16][C:17]1[CH:18]=[C:19]2[C:23](=[CH:24][CH:25]=1)[C:22](=[O:26])[N:21]([CH:27]1[CH2:32][CH2:31][C:30](=[O:33])[NH:29][C:28]1=[O:34])[CH2:20]2.C(N(CC)C(C)C)(C)C.F[P-](F)(F)(F)(F)F.CN(C(N(C)C)=[N+]1C2C(=NC=CC=2)[N+]([O-])=N1)C, predict the reaction product. The product is: [NH2:1][C:2]1[N:3]=[CH:4][C:5]([C:8]([F:13])([F:12])[C:9]([NH:15][CH2:16][C:17]2[CH:18]=[C:19]3[C:23](=[CH:24][CH:25]=2)[C:22](=[O:26])[N:21]([CH:27]2[CH2:32][CH2:31][C:30](=[O:33])[NH:29][C:28]2=[O:34])[CH2:20]3)=[O:11])=[CH:6][N:7]=1.